This data is from NCI-60 drug combinations with 297,098 pairs across 59 cell lines. The task is: Regression. Given two drug SMILES strings and cell line genomic features, predict the synergy score measuring deviation from expected non-interaction effect. Drug 1: CCCS(=O)(=O)NC1=C(C(=C(C=C1)F)C(=O)C2=CNC3=C2C=C(C=N3)C4=CC=C(C=C4)Cl)F. Drug 2: CS(=O)(=O)C1=CC(=C(C=C1)C(=O)NC2=CC(=C(C=C2)Cl)C3=CC=CC=N3)Cl. Cell line: SNB-19. Synergy scores: CSS=-7.25, Synergy_ZIP=1.48, Synergy_Bliss=-3.00, Synergy_Loewe=-6.37, Synergy_HSA=-5.97.